From a dataset of Serine/threonine kinase 33 screen with 319,792 compounds. Binary Classification. Given a drug SMILES string, predict its activity (active/inactive) in a high-throughput screening assay against a specified biological target. (1) The compound is N1CCN=C1/C=C\c1c(cccc1)C. The result is 0 (inactive). (2) The drug is S(c1n2c(nn1)cccc2)CC(=O)Nc1c(ccc(c1)C(OC)=O)C. The result is 0 (inactive). (3) The molecule is O=c1n([nH]cc2c1nc1c2cccc1)CC(=O)N(c1c(OCC)cccc1)C. The result is 0 (inactive).